This data is from Full USPTO retrosynthesis dataset with 1.9M reactions from patents (1976-2016). The task is: Predict the reactants needed to synthesize the given product. (1) Given the product [CH:1]([O:4][C:5]1[CH:22]=[CH:21][C:20]([S:23]([CH3:26])(=[O:25])=[O:24])=[CH:19][C:6]=1[C:7]([N:9]1[CH2:13][CH2:12][CH:11]([O:14][C:29]2[CH:28]=[CH:27][C:36]3[C:31](=[CH:32][CH:33]=[CH:34][CH:35]=3)[CH:30]=2)[CH2:10]1)=[O:8])([CH3:3])[CH3:2], predict the reactants needed to synthesize it. The reactants are: [CH:1]([O:4][C:5]1[CH:22]=[CH:21][C:20]([S:23]([CH3:26])(=[O:25])=[O:24])=[CH:19][C:6]=1[C:7]([N:9]1[CH2:13][CH2:12][CH:11]([O:14]S(C)(=O)=O)[CH2:10]1)=[O:8])([CH3:3])[CH3:2].[CH:27]1[C:36]2[C:31](=[CH:32][CH:33]=[CH:34][CH:35]=2)[CH:30]=[CH:29][C:28]=1O. (2) Given the product [C:1]([O-:4])(=[O:3])[CH3:2].[C:5]([O-:8])(=[O:7])[CH3:6].[C:9]([O-:12])(=[O:11])[CH3:10].[Cl:33][C:30]1[CH:2]=[CH:1][C:20]([C:21]2[CH:14]=[C:13]([CH2:9][CH3:10])[C:24]([Pb+3:17])=[C:23]([CH2:5][CH3:6])[CH:22]=2)=[CH:19][CH:18]=1, predict the reactants needed to synthesize it. The reactants are: [C:1]([O-:4])(=[O:3])[CH3:2].[C:5]([O-:8])(=[O:7])[CH3:6].[C:9]([O-:12])(=[O:11])[CH3:10].[C:13]([O-])(=O)[CH3:14].[Pb+4:17].[CH3:18][CH2:19][CH2:20][CH2:21][CH2:22][CH3:23].[C:24](=O)([O-])[O-].[K+].[K+].[CH:30]([Cl:33])(Cl)Cl. (3) Given the product [Br:1][C:2]1[CH:3]=[CH:4][C:5]([C:6]([NH:8][CH:9]([C:10](=[O:12])[CH3:16])[CH3:13])=[O:7])=[CH:14][CH:15]=1, predict the reactants needed to synthesize it. The reactants are: [Br:1][C:2]1[CH:15]=[CH:14][C:5]([C:6]([NH:8][CH:9]([CH3:13])[C:10]([OH:12])=O)=[O:7])=[CH:4][CH:3]=1.[C:16](OC(=O)C)(=O)C. (4) Given the product [Br:1][C:2]1[CH:3]=[C:4]([NH:10][C@H:11]([C:16]2[CH:17]=[CH:18][CH:19]=[CH:20][CH:21]=2)[C:12]([OH:14])=[O:13])[CH:5]=[CH:6][C:7]=1[C:8]#[N:9], predict the reactants needed to synthesize it. The reactants are: [Br:1][C:2]1[CH:3]=[C:4]([NH:10][C@H:11]([C:16]2[CH:21]=[CH:20][CH:19]=[CH:18][CH:17]=2)[C:12]([O:14]C)=[O:13])[CH:5]=[CH:6][C:7]=1[C:8]#[N:9].[OH-].[Na+].Cl.O. (5) Given the product [CH2:5]([O:4][C:2]([N:9]1[CH:10]=[CH:11][S:7][CH:8]1[CH:14]([C:19]([O:21][CH2:46][CH3:47])=[O:20])[C:15]([O:17][CH2:24][CH3:25])=[O:16])=[O:3])[CH3:6], predict the reactants needed to synthesize it. The reactants are: Cl[C:2]([O:4][CH2:5][CH3:6])=[O:3].[S:7]1[CH:11]=[CH:10][N:9]=[CH:8]1.C([C:14](CC)([C:19]([O-:21])=[O:20])[C:15]([O:17][Li])=[O:16])C.[CH2:24](C(CC)(C([O-])=O)C([O-])=O)[CH3:25].C[Si]([N-][Si](C)(C)C)(C)C.[Li+].O1CC[CH2:47][CH2:46]1. (6) Given the product [CH:10]1[C:9]2[CH:8]=[CH:7][C:5]3[CH:6]=[CH:1][CH:2]=[CH:3][C:4]=3[N:15]([CH2:17][CH2:18][CH2:19][CH2:20][CH2:21][CH2:22][NH:23][C:24](=[O:30])[O:25][C:26]([CH3:29])([CH3:28])[CH3:27])[C:14]=2[CH:13]=[CH:12][CH:11]=1, predict the reactants needed to synthesize it. The reactants are: [CH:1]1[CH:2]=[CH:3][C:4]2[NH:15][C:14]3[CH:13]=[CH:12][CH:11]=[CH:10][C:9]=3[CH:8]=[CH:7][C:5]=2[CH:6]=1.O=[CH:17][CH2:18][CH2:19][CH2:20][CH2:21][CH2:22][NH:23][C:24](=[O:30])[O:25][C:26]([CH3:29])([CH3:28])[CH3:27].C([Sn](Cl)(Cl)CCCC)CCC.C1([SiH](C2C=CC=CC=2)C2C=CC=CC=2)C=CC=CC=1. (7) Given the product [C:14]([N:11]1[CH2:12][CH2:13][N:8]([C:5]2[CH:6]=[CH:7][C:2]([NH:1][C:20](=[O:22])[CH3:21])=[C:3]([CH2:17][O:18][CH3:19])[CH:4]=2)[CH2:9][CH2:10]1)(=[O:16])[CH3:15], predict the reactants needed to synthesize it. The reactants are: [NH2:1][C:2]1[CH:7]=[CH:6][C:5]([N:8]2[CH2:13][CH2:12][N:11]([C:14](=[O:16])[CH3:15])[CH2:10][CH2:9]2)=[CH:4][C:3]=1[CH2:17][O:18][CH3:19].[C:20](O)(=[O:22])[CH3:21]. (8) Given the product [NH2:3][CH2:12][CH2:13][CH2:14][C:15]#[C:16][C:17]1[CH:18]=[C:19]([CH:34]=[CH:35][CH:36]=1)[O:20][CH:21]1[CH2:22][CH2:23][N:24]([C:27]([O:29][C:30]([CH3:31])([CH3:32])[CH3:33])=[O:28])[CH2:25][CH2:26]1, predict the reactants needed to synthesize it. The reactants are: O=C1C2C(=CC=CC=2)C(=O)[N:3]1[CH2:12][CH2:13][CH2:14][C:15]#[C:16][C:17]1[CH:18]=[C:19]([CH:34]=[CH:35][CH:36]=1)[O:20][CH:21]1[CH2:26][CH2:25][N:24]([C:27]([O:29][C:30]([CH3:33])([CH3:32])[CH3:31])=[O:28])[CH2:23][CH2:22]1.NN.